This data is from Forward reaction prediction with 1.9M reactions from USPTO patents (1976-2016). The task is: Predict the product of the given reaction. (1) The product is: [F:32][C:27]1[CH:28]=[CH:29][CH:30]=[CH:31][C:26]=1[C:25]1[C:20]([NH:19][C@@H:6]([C:7]2[CH:8]=[CH:9][C:10]([O:13][C:14]([N:16]([CH3:17])[CH3:18])=[O:15])=[CH:11][CH:12]=2)[CH2:5][C:4]([OH:41])=[O:3])=[N:21][C:22]([N:33]([CH:35]2[CH2:40][CH2:39][CH2:38][CH2:37][CH2:36]2)[CH3:34])=[N:23][CH:24]=1. Given the reactants C([O:3][C:4](=[O:41])[CH2:5][C@@H:6]([NH:19][C:20]1[C:25]([C:26]2[CH:31]=[CH:30][CH:29]=[CH:28][C:27]=2[F:32])=[CH:24][N:23]=[C:22]([N:33]([CH:35]2[CH2:40][CH2:39][CH2:38][CH2:37][CH2:36]2)[CH3:34])[N:21]=1)[C:7]1[CH:12]=[CH:11][C:10]([O:13][C:14]([N:16]([CH3:18])[CH3:17])=[O:15])=[CH:9][CH:8]=1)C.[OH-].[Na+], predict the reaction product. (2) Given the reactants FC1C=CC(C2N=C(C([N:20]3[CH2:29][CH2:28][C:27]4[C:22](=[CH:23][CH:24]=[CH:25][C:26]=4F)[CH2:21]3)=O)C3C(=CC=CC=3)N=2)=CC=1.FC1C=CC(C2N=C(C(O)=[O:49])C3C(=CC=CC=3)N=2)=CC=1.Cl.FC1C=CC=C2C=1C[CH2:56][NH:57][CH2:58]2, predict the reaction product. The product is: [OH:49][C:26]1[C:25]([N:57]([CH3:58])[CH3:56])=[CH:24][CH:23]=[C:22]2[C:27]=1[CH2:28][CH2:29][NH:20][CH2:21]2.